This data is from Catalyst prediction with 721,799 reactions and 888 catalyst types from USPTO. The task is: Predict which catalyst facilitates the given reaction. (1) Reactant: [C:1]([O:5][C:6]([N:8]1[CH:13]([CH2:14][OH:15])[CH2:12][CH:11]2[CH:9]1[CH2:10]2)=[O:7])([CH3:4])([CH3:3])[CH3:2].C(N(CC)CC)C.[CH3:23][S:24](Cl)(=[O:26])=[O:25]. Product: [C:1]([O:5][C:6]([N:8]1[CH:13]([CH2:14][O:15][S:24]([CH3:23])(=[O:26])=[O:25])[CH2:12][CH:11]2[CH:9]1[CH2:10]2)=[O:7])([CH3:4])([CH3:3])[CH3:2]. The catalyst class is: 4. (2) Reactant: [C:12]([O:11][C:9](O[C:9]([O:11][C:12]([CH3:15])([CH3:14])[CH3:13])=[O:10])=[O:10])([CH3:15])([CH3:14])[CH3:13].[NH:16]1[CH2:20][CH2:19][CH2:18][C@@H:17]1[CH2:21][C:22]1[C:26]2=[N:27][CH:28]=[CH:29][CH:30]=[C:25]2[NH:24][CH:23]=1.C(N(CC)CC)C. Product: [NH:24]1[C:25]2[C:26](=[N:27][CH:28]=[CH:29][CH:30]=2)[C:22]([CH2:21][C@H:17]2[CH2:18][CH2:19][CH2:20][N:16]2[C:9]([O:11][C:12]([CH3:13])([CH3:14])[CH3:15])=[O:10])=[CH:23]1. The catalyst class is: 30. (3) Reactant: [Br:1][C:2]1[CH:3]=[C:4]([CH:8]=[C:9]([S:12]([N:15]2[CH2:19][CH2:18][CH2:17][CH2:16]2)(=[O:14])=[O:13])[C:10]=1F)[C:5]([OH:7])=[O:6].[CH3:20][O:21][CH2:22][CH2:23][NH2:24]. Product: [Br:1][C:2]1[CH:3]=[C:4]([CH:8]=[C:9]([S:12]([N:15]2[CH2:19][CH2:18][CH2:17][CH2:16]2)(=[O:14])=[O:13])[C:10]=1[NH:24][CH2:23][CH2:22][O:21][CH3:20])[C:5]([OH:7])=[O:6]. The catalyst class is: 74. (4) Reactant: C(OC([N:8]1[CH2:13][CH2:12][CH:11]([CH2:14][CH2:15][O:16][CH2:17][C:18]2[CH:23]=[CH:22][C:21]([C:24]([F:27])([F:26])[F:25])=[CH:20][CH:19]=2)[CH2:10][CH2:9]1)=O)(C)(C)C.Cl.CCOCC. Product: [F:27][C:24]([F:25])([F:26])[C:21]1[CH:20]=[CH:19][C:18]([CH2:17][O:16][CH2:15][CH2:14][CH:11]2[CH2:12][CH2:13][NH:8][CH2:9][CH2:10]2)=[CH:23][CH:22]=1. The catalyst class is: 5. (5) Reactant: [Cl:1][C:2]1[CH:3]=[C:4]([C:12]2[O:16][N:15]=[C:14]([C:17]3[C:18]([F:33])=[CH:19][CH:20]=[C:21]4[C:25]=3[NH:24][CH:23]=[C:22]4[CH2:26][CH2:27][C:28]([O:30]CC)=[O:29])[N:13]=2)[CH:5]=[N:6][C:7]=1[O:8][CH:9]([CH3:11])[CH3:10].[OH-].[Na+]. Product: [Cl:1][C:2]1[CH:3]=[C:4]([C:12]2[O:16][N:15]=[C:14]([C:17]3[C:18]([F:33])=[CH:19][CH:20]=[C:21]4[C:25]=3[NH:24][CH:23]=[C:22]4[CH2:26][CH2:27][C:28]([OH:30])=[O:29])[N:13]=2)[CH:5]=[N:6][C:7]=1[O:8][CH:9]([CH3:11])[CH3:10]. The catalyst class is: 252. (6) Reactant: [Br:1][C:2]1[S:14][C:5]2[NH:6][C:7]([C:9]([O:11][CH2:12][CH3:13])=[O:10])=[CH:8][C:4]=2[CH:3]=1.[H-].[Na+].[CH3:17]I. The catalyst class is: 3. Product: [Br:1][C:2]1[S:14][C:5]2[N:6]([CH3:17])[C:7]([C:9]([O:11][CH2:12][CH3:13])=[O:10])=[CH:8][C:4]=2[CH:3]=1.